From a dataset of Catalyst prediction with 721,799 reactions and 888 catalyst types from USPTO. Predict which catalyst facilitates the given reaction. Reactant: Br[C:2]1[CH2:6][CH:5]([C:7]([NH2:9])=[O:8])[O:4][N:3]=1.[Br:10][C:11]1[CH:23]=[CH:22][C:21]([F:24])=[CH:20][C:12]=1[O:13][CH:14]1[CH2:19][CH2:18][NH:17][CH2:16][CH2:15]1.C(N(CC)C(C)C)(C)C. Product: [Br:10][C:11]1[CH:23]=[CH:22][C:21]([F:24])=[CH:20][C:12]=1[O:13][CH:14]1[CH2:15][CH2:16][N:17]([C:2]2[CH2:6][CH:5]([C:7]([NH2:9])=[O:8])[O:4][N:3]=2)[CH2:18][CH2:19]1. The catalyst class is: 8.